Dataset: Reaction yield outcomes from USPTO patents with 853,638 reactions. Task: Predict the reaction yield, written as a fraction of the theoretical maximum amount of product (1.0 means a 100% yield; for example, 0.34 means a 34% yield). (1) The reactants are [CH2:1]([O:4][C:5]1[CH:15]=[CH:14][C:8]([C:9]([O:11][CH2:12][CH3:13])=[O:10])=[CH:7][C:6]=1[CH:16]=[CH2:17])C=C. The catalyst is C(Cl)Cl.C(P(C1CCCCC1)(C1CCCCC1)C1CCCCC1)(P(C1CCCCC1)(C1CCCCC1)C1CCCCC1)C1C=CC=CC=1.Cl[Ru]Cl. The product is [O:4]1[C:5]2[C:6](=[CH:7][C:8]([C:9]([O:11][CH2:12][CH3:13])=[O:10])=[CH:14][CH:15]=2)[CH:16]=[CH:17][CH2:1]1. The yield is 0.800. (2) The reactants are [NH2:1][C:2]1[S:3][CH:4]=[CH:5][N:6]=1.Br[CH2:8][C:9]([C:11]1[CH:16]=[CH:15][CH:14]=[C:13]([O:17][CH3:18])[CH:12]=1)=O.[OH-].[NH4+]. The catalyst is C(O)C. The product is [CH3:18][O:17][C:13]1[CH:12]=[C:11]([C:9]2[N:1]=[C:2]3[N:6]([CH:8]=2)[CH:5]=[CH:4][S:3]3)[CH:16]=[CH:15][CH:14]=1. The yield is 0.810. (3) The reactants are C([O-])([O-])=O.[K+].[K+].[CH2:7]([O:9][C:10]([N:12]1[CH2:17][CH2:16][NH:15][CH2:14][CH2:13]1)=[O:11])[CH3:8].[CH2:18](Br)[C:19]#[CH:20]. The catalyst is C(#N)C.C(Cl)Cl. The product is [CH2:7]([O:9][C:10]([N:12]1[CH2:13][CH2:14][N:15]([CH2:20][C:19]#[CH:18])[CH2:16][CH2:17]1)=[O:11])[CH3:8]. The yield is 1.00.